The task is: Predict the product of the given reaction.. This data is from Forward reaction prediction with 1.9M reactions from USPTO patents (1976-2016). (1) Given the reactants [F:1][C:2]1[CH:26]=[CH:25][C:5]([CH2:6][C:7]2[C:16]([OH:17])=[CH:15][CH:14]=[C:13]3[C:8]=2[C:9](=[O:24])[N:10]([CH2:20][CH2:21][CH2:22][OH:23])[C:11](=[O:19])[N:12]3[CH3:18])=[CH:4][CH:3]=1.Br[CH2:28][CH2:29][CH2:30][CH3:31].C([O-])([O-])=O.[K+].[K+].CCCC[N+](CCCC)(CCCC)CCCC.[F-], predict the reaction product. The product is: [CH2:28]([O:17][C:16]1[C:7]([CH2:6][C:5]2[CH:4]=[CH:3][C:2]([F:1])=[CH:26][CH:25]=2)=[C:8]2[C:13](=[CH:14][CH:15]=1)[N:12]([CH3:18])[C:11](=[O:19])[N:10]([CH2:20][CH2:21][CH2:22][OH:23])[C:9]2=[O:24])[CH2:29][CH2:30][CH3:31]. (2) Given the reactants [OH:1][C:2]1[CH:3]([CH3:14])[NH:4][C:5]([CH3:13])=[C:6]([C:8]([O:10][CH2:11][CH3:12])=[O:9])[N:7]=1, predict the reaction product. The product is: [OH:1][C:2]1[N:7]=[C:6]([C:8]([O:10][CH2:11][CH3:12])=[O:9])[C:5]([CH3:13])=[N:4][C:3]=1[CH3:14]. (3) Given the reactants CCOC(/N=N/C(OCC)=O)=O.C1(P(C2C=CC=CC=2)C2C=CC=CC=2)C=CC=CC=1.[F:32][C:33]1[CH:38]=[CH:37][C:36]([CH:39]([CH3:44])[C:40]([O:42][CH3:43])=[O:41])=[C:35]([OH:45])[CH:34]=1.[CH3:46][C:47]1([CH3:55])[O:51][C@@:50]([CH2:53]O)([CH3:52])[CH2:49][O:48]1, predict the reaction product. The product is: [F:32][C:33]1[CH:38]=[CH:37][C:36]([CH:39]([CH3:44])[C:40]([O:42][CH3:43])=[O:41])=[C:35]([O:45][CH2:52][C@:50]2([CH3:53])[CH2:49][O:48][C:47]([CH3:55])([CH3:46])[O:51]2)[CH:34]=1. (4) The product is: [CH2:1]([O:8][C:9](=[O:35])[NH:10][CH:11]([C:16]([N:18]1[CH2:22][CH2:21][CH:20]2[NH:23][CH2:24][CH:25]([O:26][C:27]3[CH:32]=[CH:31][C:30]([F:33])=[C:29]([F:34])[CH:28]=3)[CH:19]12)=[O:17])[C:12]([CH3:15])([CH3:14])[CH3:13])[C:2]1[CH:7]=[CH:6][CH:5]=[CH:4][CH:3]=1.[CH2:1]([O:8][C:9](=[O:35])[NH:10][CH:11]([C:16]([N:18]1[CH2:22][CH2:21][CH:20]2[N:23]([CH:39]3[CH2:40][CH2:41][O:36][CH2:37][CH2:38]3)[CH2:24][CH:25]([O:26][C:27]3[CH:32]=[CH:31][C:30]([F:33])=[C:29]([F:34])[CH:28]=3)[CH:19]12)=[O:17])[C:12]([CH3:15])([CH3:14])[CH3:13])[C:2]1[CH:7]=[CH:6][CH:5]=[CH:4][CH:3]=1. Given the reactants [CH2:1]([O:8][C:9](=[O:35])[NH:10][CH:11]([C:16]([N:18]1[CH2:22][CH2:21][CH:20]2[NH:23][CH2:24][CH:25]([O:26][C:27]3[CH:32]=[CH:31][C:30]([F:33])=[C:29]([F:34])[CH:28]=3)[CH:19]12)=[O:17])[C:12]([CH3:15])([CH3:14])[CH3:13])[C:2]1[CH:7]=[CH:6][CH:5]=[CH:4][CH:3]=1.[O:36]1[CH2:41][CH2:40][C:39](=O)[CH2:38][CH2:37]1.CC(O)=O.C(O[BH-](OC(=O)C)OC(=O)C)(=O)C.[Na+], predict the reaction product. (5) Given the reactants [CH2:1]([S:3]([N:6]1[CH2:11][CH2:10][C:9]([CH2:18][NH2:19])([CH2:12][CH:13]2[CH2:17][CH2:16][CH2:15][O:14]2)[CH2:8][CH2:7]1)(=[O:5])=[O:4])[CH3:2].N=C=N.[Cl:23][C:24]1[CH:32]=[C:31]([C:33]([F:36])([F:35])[F:34])[CH:30]=[CH:29][C:25]=1[C:26](O)=[O:27], predict the reaction product. The product is: [Cl:23][C:24]1[CH:32]=[C:31]([C:33]([F:34])([F:35])[F:36])[CH:30]=[CH:29][C:25]=1[C:26]([NH:19][CH2:18][C:9]1([CH2:12][CH:13]2[CH2:17][CH2:16][CH2:15][O:14]2)[CH2:10][CH2:11][N:6]([S:3]([CH2:1][CH3:2])(=[O:5])=[O:4])[CH2:7][CH2:8]1)=[O:27]. (6) Given the reactants [C:1]([O:5][C:6]([N:8]([CH2:19][CH2:20][C:21]1[CH:26]=[CH:25][C:24]([S:27]([C:30]2[CH:31]=[C:32]([CH:36]=[CH:37][CH:38]=2)[C:33](O)=[O:34])(=[O:29])=[O:28])=[CH:23][CH:22]=1)[CH2:9][C@@H:10]([C:12]1[CH:17]=[CH:16][CH:15]=[C:14]([Cl:18])[CH:13]=1)[OH:11])=[O:7])([CH3:4])([CH3:3])[CH3:2].Cl.[CH2:40]([O:42][C:43](=[O:46])[CH2:44][NH2:45])[CH3:41].ON1C2C=CC=CC=2N=N1.CN(C)CCCN=C=NCC, predict the reaction product. The product is: [C:1]([O:5][C:6]([N:8]([CH2:19][CH2:20][C:21]1[CH:26]=[CH:25][C:24]([S:27]([C:30]2[CH:31]=[C:32]([CH:36]=[CH:37][CH:38]=2)[C:33]([NH:45][CH2:44][C:43]([O:42][CH2:40][CH3:41])=[O:46])=[O:34])(=[O:29])=[O:28])=[CH:23][CH:22]=1)[CH2:9][C@@H:10]([C:12]1[CH:17]=[CH:16][CH:15]=[C:14]([Cl:18])[CH:13]=1)[OH:11])=[O:7])([CH3:4])([CH3:2])[CH3:3]. (7) Given the reactants [C:1]1([C:7]2([CH2:12][CH2:13][OH:14])[CH2:11][CH2:10][NH:9][CH2:8]2)[CH:6]=[CH:5][CH:4]=[CH:3][CH:2]=1.C(=O)(O)[O-].[Na+].Cl[C:21]([O:23][CH2:24][C:25]1[CH:30]=[CH:29][CH:28]=[CH:27][CH:26]=1)=[O:22].ClCCl, predict the reaction product. The product is: [NH3:9].[C:21]([N:9]1[CH2:10][CH2:11][C:7]([C:1]2[CH:2]=[CH:3][CH:4]=[CH:5][CH:6]=2)([CH2:12][CH2:13][OH:14])[CH2:8]1)([O:23][CH2:24][C:25]1[CH:30]=[CH:29][CH:28]=[CH:27][CH:26]=1)=[O:22].